This data is from Forward reaction prediction with 1.9M reactions from USPTO patents (1976-2016). The task is: Predict the product of the given reaction. (1) Given the reactants [F:1][C:2]1[C:7]([C:8]([OH:10])=O)=[CH:6][CH:5]=[C:4]([F:11])[N:3]=1.F[C:13]1[C:18]([C:19](O)=O)=[CH:17]C=CN=1.C([NH:26][C:27]1[CH:32]=[CH:31][CH:30]=[CH:29][CH:28]=1)(C)(C)C.C1C=CC2N(O)N=NC=2C=1.CCN=C=NCCCN(C)C.CCN(C(C)C)C(C)C, predict the reaction product. The product is: [F:1][C:2]1[C:7]([C:8]([NH:26][C:27]2[CH:28]=[CH:29][C:30]([C:18]([CH3:19])([CH3:13])[CH3:17])=[CH:31][CH:32]=2)=[O:10])=[CH:6][CH:5]=[C:4]([F:11])[N:3]=1. (2) Given the reactants C(O[C:6](=O)[N:7]([CH2:9][CH2:10][Br:11])C)(C)(C)C.[N:13]12[CH2:20][CH2:19][CH:16]([CH2:17][CH2:18]1)[C@@H:15]([O:21][C:22](=[O:37])[C:23]([OH:36])([C:30]1[CH:35]=[CH:34][CH:33]=[CH:32][CH:31]=1)[C:24]1[CH:29]=[CH:28][CH:27]=[CH:26][CH:25]=1)[CH2:14]2, predict the reaction product. The product is: [BrH:11].[Br-:11].[OH:36][C:23]([C:24]1[CH:29]=[CH:28][CH:27]=[CH:26][CH:25]=1)([C:30]1[CH:35]=[CH:34][CH:33]=[CH:32][CH:31]=1)[C:22]([O:21][C@@H:15]1[CH:16]2[CH2:17][CH2:18][N+:13]([CH2:10][CH2:9][NH:7][CH3:6])([CH2:20][CH2:19]2)[CH2:14]1)=[O:37]. (3) Given the reactants [OH:1][CH:2]1[CH2:7][CH2:6][CH2:5][N:4]([C:8]2[N:9]=[C:10]3[CH:27]=[C:26](/[CH:28]=[CH:29]/[C:30]4[S:31][CH:32]=[C:33]([CH:35]([CH3:37])[CH3:36])[N:34]=4)[CH:25]=[CH:24][N:11]3[C:12](=[O:23])[C:13]=2/[CH:14]=[CH:15]/[C:16]([O:18][C:19]([CH3:22])([CH3:21])[CH3:20])=[O:17])[CH2:3]1.ClC(Cl)(Cl)[C:40]([N:42]=C=O)=[O:41].C([O-])=O.[Na+].C(Cl)(Cl)Cl, predict the reaction product. The product is: [NH2:42][C:40]([O:1][CH:2]1[CH2:7][CH2:6][CH2:5][N:4]([C:8]2[N:9]=[C:10]3[CH:27]=[C:26](/[CH:28]=[CH:29]/[C:30]4[S:31][CH:32]=[C:33]([CH:35]([CH3:37])[CH3:36])[N:34]=4)[CH:25]=[CH:24][N:11]3[C:12](=[O:23])[C:13]=2/[CH:14]=[CH:15]/[C:16]([O:18][C:19]([CH3:20])([CH3:21])[CH3:22])=[O:17])[CH2:3]1)=[O:41].